The task is: Predict the reaction yield, written as a fraction of the theoretical maximum amount of product (1.0 means a 100% yield; for example, 0.34 means a 34% yield).. This data is from Reaction yield outcomes from USPTO patents with 853,638 reactions. (1) The reactants are C([O:8][C:9]([C:11]1[CH:16]=[CH:15][C:14]([C:17]([O:19][CH2:20][C:21]2[CH:26]=[CH:25][CH:24]=[CH:23][CH:22]=2)=[O:18])=[CH:13][N:12]=1)=[O:10])C1C=CC=CC=1. The catalyst is CO.[Cu+2]. The product is [CH2:20]([O:19][C:17]([C:14]1[CH:15]=[CH:16][C:11]([C:9]([OH:10])=[O:8])=[N:12][CH:13]=1)=[O:18])[C:21]1[CH:26]=[CH:25][CH:24]=[CH:23][CH:22]=1. The yield is 0.740. (2) No catalyst specified. The product is [CH:1]([O:4][C:5]1[CH:10]=[CH:9][CH:8]=[CH:7][C:6]=1[O:11][C:13]1[CH:18]=[CH:17][CH:16]=[CH:15][C:14]=1[N+:19]([O-:21])=[O:20])([CH3:3])[CH3:2].[CH:38]([O:41][C:42]1[CH:55]=[CH:54][CH:53]=[CH:52][C:43]=1[O:44][C:45]1[CH:51]=[CH:50][CH:49]=[CH:48][C:46]=1[NH:47][C:22]([NH:56][C:57]1[S:58][CH:59]=[CH:60][N:61]=1)=[O:23])([CH3:40])[CH3:39]. The yield is 0.690. The reactants are [CH:1]([O:4][C:5]1[CH:10]=[CH:9][CH:8]=[CH:7][C:6]=1[OH:11])([CH3:3])[CH3:2].F[C:13]1[CH:18]=[CH:17][CH:16]=[CH:15][C:14]=1[N+:19]([O-:21])=[O:20].[CH3:22][O:23]C1C=CC=CC=1OC1C=CC=CC=1N.[CH:38]([O:41][C:42]1[CH:55]=[CH:54][CH:53]=[CH:52][C:43]=1[O:44][C:45]1[CH:51]=[CH:50][CH:49]=[CH:48][C:46]=1[NH2:47])([CH3:40])[CH3:39].[NH2:56][C:57]1[S:58][CH:59]=[CH:60][N:61]=1. (3) The reactants are [CH3:1][N:2]([CH2:13][C:14]1[NH:18][C:17]2[CH:19]=[CH:20][CH:21]=[C:22]([C:23](OC)=[O:24])[C:16]=2[N:15]=1)[CH:3]1[C:12]2[N:11]=[CH:10][CH:9]=[CH:8][C:7]=2[CH2:6][CH2:5][CH2:4]1.C[N:28](C)C=O. The catalyst is N. The product is [CH3:1][N:2]([CH2:13][C:14]1[NH:18][C:17]2[CH:19]=[CH:20][CH:21]=[C:22]([C:23]([NH2:28])=[O:24])[C:16]=2[N:15]=1)[CH:3]1[C:12]2[N:11]=[CH:10][CH:9]=[CH:8][C:7]=2[CH2:6][CH2:5][CH2:4]1. The yield is 0.140. (4) The reactants are [Br:1][C:2]1[C:7]([CH:8]=[O:9])=[C:6]([F:10])[C:5]([O:11]C)=[CH:4][CH:3]=1.B(Br)(Br)Br. The catalyst is ClCCl. The product is [Br:1][C:2]1[C:7]([CH:8]=[O:9])=[C:6]([F:10])[C:5]([OH:11])=[CH:4][CH:3]=1. The yield is 0.860. (5) The reactants are [Cl:1][C:2]1[CH:3]=[C:4]([C:8]2[O:12][N:11]=[C:10]([CH2:13]OS(C)(=O)=O)[CH:9]=2)[CH:5]=[CH:6][CH:7]=1.[H-].[Na+].[CH3:21][S:22][C:23]1[NH:24][CH2:25][CH2:26][CH2:27][N:28]=1.O. The catalyst is CN(C=O)C. The product is [Cl:1][C:2]1[CH:3]=[C:4]([C:8]2[O:12][N:11]=[C:10]([CH2:13][N:28]3[CH2:27][CH2:26][CH2:25][N:24]=[C:23]3[S:22][CH3:21])[CH:9]=2)[CH:5]=[CH:6][CH:7]=1. The yield is 0.400. (6) The reactants are FC(F)(F)C(O)=O.[N:8]1([C:14]2[N:19]3[N:20]=[C:21]([C:23]4[CH:28]=[CH:27][CH:26]=[CH:25][CH:24]=4)[CH:22]=[C:18]3[N:17]=[C:16]([NH:29][NH2:30])[CH:15]=2)[CH2:13][CH2:12][O:11][CH2:10][CH2:9]1.[OH:31][C:32]1[CH:39]=[CH:38][C:35]([CH:36]=O)=[CH:34][CH:33]=1. The catalyst is C(O)C. The product is [OH:31][C:32]1[CH:39]=[CH:38][C:35]([CH:36]=[N:30][NH:29][C:16]2[CH:15]=[C:14]([N:8]3[CH2:13][CH2:12][O:11][CH2:10][CH2:9]3)[N:19]3[N:20]=[C:21]([C:23]4[CH:28]=[CH:27][CH:26]=[CH:25][CH:24]=4)[CH:22]=[C:18]3[N:17]=2)=[CH:34][CH:33]=1. The yield is 1.00. (7) The reactants are Cl[C:2]1[CH:7]=[C:6](Cl)[N:5]2[N:9]=[C:10]([CH3:23])[C:11]([CH2:12][C:13]3[C:22]4[C:17](=[CH:18][CH:19]=[CH:20][CH:21]=4)[CH:16]=[CH:15][CH:14]=3)=[C:4]2[N:3]=1.[OH-:24].[Na+].[NH:26]1[CH2:31][CH2:30][O:29][CH2:28][CH2:27]1.Cl. The catalyst is O1CCCC1.C(O)C. The product is [CH3:23][C:10]1[C:11]([CH2:12][C:13]2[C:22]3[C:17](=[CH:18][CH:19]=[CH:20][CH:21]=3)[CH:16]=[CH:15][CH:14]=2)=[C:4]2[N:3]=[C:2]([N:3]3[CH2:4][CH2:11][O:24][CH2:7][CH2:2]3)[CH:7]=[C:6]([N:26]3[CH2:31][CH2:30][O:29][CH2:28][CH2:27]3)[N:5]2[N:9]=1. The yield is 0.110. (8) The catalyst is C1(C)C=CC=CC=1.C([O-])(=O)C.[Pd+2].C([O-])(=O)C. The reactants are C1(P(C2C=CC=CC=2)C2C=CC3C(=CC=CC=3)C=2C2C3C(=CC=CC=3)C=CC=2P(C2C=CC=CC=2)C2C=CC=CC=2)C=CC=CC=1.Cl.[CH3:48][Si:49]([CH3:76])([CH3:75])[CH2:50][CH2:51][O:52][CH2:53][N:54]1[C:58]2=[N:59][CH:60]=[CH:61][C:62]([C:63]3[CH:64]=[N:65][N:66]([C:68]4([CH2:72][C:73]#[N:74])[CH2:71][NH:70][CH2:69]4)[CH:67]=3)=[C:57]2[CH:56]=[CH:55]1.Br[C:78]1[CH:79]=[CH:80][C:81]([C:84]([NH:86][C@H:87]([CH:89]2[CH2:91][CH2:90]2)[CH3:88])=[O:85])=[N:82][CH:83]=1.C(=O)([O-])[O-].[Cs+].[Cs+].C([O-])(O)=O.[Na+]. The yield is 0.586. The product is [C:73]([CH2:72][C:68]1([N:66]2[CH:67]=[C:63]([C:62]3[CH:61]=[CH:60][N:59]=[C:58]4[N:54]([CH2:53][O:52][CH2:51][CH2:50][Si:49]([CH3:75])([CH3:48])[CH3:76])[CH:55]=[CH:56][C:57]=34)[CH:64]=[N:65]2)[CH2:69][N:70]([C:78]2[CH:79]=[CH:80][C:81]([C:84]([NH:86][C@H:87]([CH:89]3[CH2:91][CH2:90]3)[CH3:88])=[O:85])=[N:82][CH:83]=2)[CH2:71]1)#[N:74].